From a dataset of Catalyst prediction with 721,799 reactions and 888 catalyst types from USPTO. Predict which catalyst facilitates the given reaction. Reactant: [N:1]1[C:5]2[CH:6]=[CH:7][CH:8]=[CH:9][C:4]=2[NH:3][C:2]=1[CH2:10][C:11]#[N:12].[S:13]1[CH:17]=[CH:16][CH:15]=[C:14]1[CH:18]([C:24]([CH3:26])=O)[C:19](OCC)=[O:20].C([O-])(=O)C.[NH4+]. Product: [CH3:26][C:24]1[C:10]([C:11]#[N:12])=[C:2]2[N:3]([C:19](=[O:20])[C:18]=1[C:14]1[S:13][CH:17]=[CH:16][CH:15]=1)[C:4]1[CH:9]=[CH:8][CH:7]=[CH:6][C:5]=1[NH:1]2. The catalyst class is: 22.